This data is from TCR-epitope binding with 47,182 pairs between 192 epitopes and 23,139 TCRs. The task is: Binary Classification. Given a T-cell receptor sequence (or CDR3 region) and an epitope sequence, predict whether binding occurs between them. (1) The epitope is RIFTIGTVTLK. The TCR CDR3 sequence is CASSPWTGGIDGYTF. Result: 1 (the TCR binds to the epitope). (2) The epitope is LPRRSGAAGA. The TCR CDR3 sequence is CSVVWAEQYF. Result: 0 (the TCR does not bind to the epitope). (3) The epitope is NLVPMVATV. The TCR CDR3 sequence is CASSQLSGRVNEQFF. Result: 1 (the TCR binds to the epitope). (4) The epitope is NLSALGIFST. The TCR CDR3 sequence is CASSDRGWNEAFF. Result: 1 (the TCR binds to the epitope). (5) The epitope is ILHCANFNV. The TCR CDR3 sequence is CASSLETANTEAFF. Result: 0 (the TCR does not bind to the epitope).